From a dataset of Catalyst prediction with 721,799 reactions and 888 catalyst types from USPTO. Predict which catalyst facilitates the given reaction. (1) Reactant: [N+:1]([C:4]1[CH:12]=[C:11]2[C:7]([CH:8]([Br:14])[O:9][C:10]2=[O:13])=[CH:6][CH:5]=1)([O-])=O.[C:15]1([P:21]([C:28]2[CH:33]=[CH:32][CH:31]=[CH:30][CH:29]=2)[C:22]2[CH:27]=[CH:26][CH:25]=[CH:24][CH:23]=2)[CH:20]=[CH:19][CH:18]=[CH:17][CH:16]=1. Product: [Br-:14].[NH2:1][C:4]1[CH:12]=[C:11]2[C:7](=[CH:6][CH:5]=1)[CH:8]([P+:21]([C:22]1[CH:23]=[CH:24][CH:25]=[CH:26][CH:27]=1)([C:28]1[CH:33]=[CH:32][CH:31]=[CH:30][CH:29]=1)[C:15]1[CH:16]=[CH:17][CH:18]=[CH:19][CH:20]=1)[O:9][C:10]2=[O:13]. The catalyst class is: 567. (2) Reactant: [C:1]([O:5][C:6]([N:8]1[CH2:13][CH2:12][CH2:11][CH2:10][C@@H:9]1[C:14]([OH:16])=[O:15])=[O:7])([CH3:4])([CH3:3])[CH3:2].[C:17]([O-])([O-])=O.[K+].[K+].CI. Product: [CH3:17][O:15][C:14]([C@H:9]1[CH2:10][CH2:11][CH2:12][CH2:13][N:8]1[C:6]([O:5][C:1]([CH3:4])([CH3:2])[CH3:3])=[O:7])=[O:16]. The catalyst class is: 39. (3) Reactant: [CH2:1]([O:8][C@H:9]1[C@H:15]([O:16][CH2:17][C:18]2[CH:23]=[CH:22][CH:21]=[CH:20][CH:19]=2)[C@@H:14]([O:24][CH2:25][C:26]2[CH:31]=[CH:30][CH:29]=[CH:28][CH:27]=2)[C@:13]2([C:33]3[CH:38]=[CH:37][C:36]([Cl:39])=[C:35]([CH2:40][C:41]4[CH:46]=[CH:45][C:44]([O:47][CH2:48][CH3:49])=[C:43]([F:50])[CH:42]=4)[CH:34]=3)[O:32][C@@:10]1([CH:51]=[O:52])[CH2:11][O:12]2)[C:2]1[CH:7]=[CH:6][CH:5]=[CH:4][CH:3]=1.[CH3:53][Mg]Br. The catalyst class is: 7. Product: [CH2:1]([O:8][C@H:9]1[C@H:15]([O:16][CH2:17][C:18]2[CH:19]=[CH:20][CH:21]=[CH:22][CH:23]=2)[C@@H:14]([O:24][CH2:25][C:26]2[CH:31]=[CH:30][CH:29]=[CH:28][CH:27]=2)[C@:13]2([C:33]3[CH:38]=[CH:37][C:36]([Cl:39])=[C:35]([CH2:40][C:41]4[CH:46]=[CH:45][C:44]([O:47][CH2:48][CH3:49])=[C:43]([F:50])[CH:42]=4)[CH:34]=3)[O:32][C@@:10]1([CH:51]([OH:52])[CH3:53])[CH2:11][O:12]2)[C:2]1[CH:3]=[CH:4][CH:5]=[CH:6][CH:7]=1. (4) Reactant: [C@@H:1]12[CH2:7][C@@H:4]([CH2:5][CH2:6]1)[CH2:3][C@@H:2]2[NH:8][C:9]1[S:10][CH:11]([CH2:15][CH2:16][O:17][CH:18]2[CH2:23][CH2:22][CH2:21][CH2:20][O:19]2)[C:12](=[O:14])[N:13]=1.[Li+].CC([N-]C(C)C)C.Br[CH2:33][C:34]([CH3:36])=[CH2:35]. Product: [C@@H:1]12[CH2:7][C@@H:4]([CH2:5][CH2:6]1)[CH2:3][C@@H:2]2[NH:8][C:9]1[S:10][C:11]([CH2:35][C:34]([CH3:36])=[CH2:33])([CH2:15][CH2:16][O:17][CH:18]2[CH2:23][CH2:22][CH2:21][CH2:20][O:19]2)[C:12](=[O:14])[N:13]=1. The catalyst class is: 1. (5) Reactant: Br[C:2]1[N:6]([CH2:7][C:8]2[CH:13]=[CH:12][C:11]([O:14][CH3:15])=[CH:10][CH:9]=2)[N:5]=[C:4]([O:16][CH3:17])[N:3]=1.[Cl:18][C:19]1[CH:20]=[C:21]([CH:23]=[C:24]([Cl:26])[CH:25]=1)[NH2:22].CC([O-])(C)C.[Na+]. Product: [Cl:18][C:19]1[CH:20]=[C:21]([NH:22][C:2]2[N:6]([CH2:7][C:8]3[CH:13]=[CH:12][C:11]([O:14][CH3:15])=[CH:10][CH:9]=3)[N:5]=[C:4]([O:16][CH3:17])[N:3]=2)[CH:23]=[C:24]([Cl:26])[CH:25]=1. The catalyst class is: 3.